Dataset: Forward reaction prediction with 1.9M reactions from USPTO patents (1976-2016). Task: Predict the product of the given reaction. Given the reactants [CH3:1][O:2][C:3]1[CH:8]=[CH:7][C:6]([CH2:9][NH2:10])=[CH:5][CH:4]=1.[CH3:11][CH2:12][N:13](CC)CC.BrCC#N, predict the reaction product. The product is: [CH3:1][O:2][C:3]1[CH:8]=[CH:7][C:6]([CH2:9][NH:10][CH2:11][C:12]#[N:13])=[CH:5][CH:4]=1.